This data is from Peptide-MHC class II binding affinity with 134,281 pairs from IEDB. The task is: Regression. Given a peptide amino acid sequence and an MHC pseudo amino acid sequence, predict their binding affinity value. This is MHC class II binding data. (1) The peptide sequence is SLILVSQYTPDSTPC. The MHC is DRB1_1101 with pseudo-sequence DRB1_1101. The binding affinity (normalized) is 0.0641. (2) The peptide sequence is YDKFLANVSTQLTGK. The MHC is DRB1_0404 with pseudo-sequence DRB1_0404. The binding affinity (normalized) is 0.697. (3) The peptide sequence is PEFQSIVQTLNAMPE. The MHC is DRB1_1201 with pseudo-sequence DRB1_1201. The binding affinity (normalized) is 0.416. (4) The peptide sequence is AFKVTATAANAAPAN. The MHC is DRB1_0701 with pseudo-sequence DRB1_0701. The binding affinity (normalized) is 0.706.